Task: Predict the reactants needed to synthesize the given product.. Dataset: Full USPTO retrosynthesis dataset with 1.9M reactions from patents (1976-2016) (1) Given the product [CH3:19][CH:17]([C:14]1[CH:13]=[CH:12][C:11]([C:9]#[C:10][C:2]2[C:3]([NH2:8])=[N:4][CH:5]=[CH:6][CH:7]=2)=[CH:16][CH:15]=1)[CH3:18], predict the reactants needed to synthesize it. The reactants are: Br[C:2]1[C:3]([NH2:8])=[N:4][CH:5]=[CH:6][CH:7]=1.[C:9]([C:11]1[CH:16]=[CH:15][C:14]([CH:17]([CH3:19])[CH3:18])=[CH:13][CH:12]=1)#[CH:10].O. (2) Given the product [N:33]1([C:31]([C:26]2[CH:27]=[CH:28][C:29]([O:22][C:20]3[CH:19]=[C:9]([CH:8]=[C:7]([O:6][CH:1]4[CH2:5][CH2:4][CH2:3][CH2:2]4)[CH:21]=3)[C:10]([NH:12][C:13]3[CH:17]=[CH:16][N:15]([CH3:18])[N:14]=3)=[O:11])=[C:24]([Cl:23])[CH:25]=2)=[O:32])[CH2:36][CH2:35][CH2:34]1, predict the reactants needed to synthesize it. The reactants are: [CH:1]1([O:6][C:7]2[CH:8]=[C:9]([CH:19]=[C:20]([OH:22])[CH:21]=2)[C:10]([NH:12][C:13]2[CH:17]=[CH:16][N:15]([CH3:18])[N:14]=2)=[O:11])[CH2:5][CH2:4][CH2:3][CH2:2]1.[Cl:23][C:24]1[CH:25]=[C:26]([C:31]([N:33]2[CH2:36][CH2:35][CH2:34]2)=[O:32])[CH:27]=[CH:28][C:29]=1F.C(=O)([O-])[O-].[K+].[K+]. (3) Given the product [Cl:1][C:2]1[CH:3]=[CH:4][C:5]([C:8]2[NH:17][C:11]3=[N:12][CH:13]=[CH:14][C:15]([C:16]([O:28][CH3:25])=[O:18])=[C:10]3[N:9]=2)=[CH:6][CH:7]=1, predict the reactants needed to synthesize it. The reactants are: [Cl:1][C:2]1[CH:7]=[CH:6][C:5]([C:8]2[NH:17][C:11]3=[N:12][CH:13]=[CH:14][C:15]([CH3:16])=[C:10]3[N:9]=2)=[CH:4][CH:3]=1.[O-:18][Mn](=O)(=O)=O.[K+].C[C:25]([OH:28])(C)C. (4) Given the product [OH:6][CH2:5][CH:3]1[CH2:4][C:2]1([CH2:7][CH2:8][CH2:9][C:11]([CH3:13])([OH:10])[CH3:12])[CH3:1], predict the reactants needed to synthesize it. The reactants are: [CH3:1][C:2]1([CH2:7][CH2:8][CH:9]2[C:11]([CH3:13])([CH3:12])[O:10]2)[CH2:4][CH:3]1[CH2:5][OH:6].[H-].[Al+3].[Li+].[H-].[H-].[H-].C(OCC)(=O)C.O. (5) Given the product [Cl:1][C:2]1[C:7]([Cl:8])=[CH:6][CH:5]=[CH:4][C:3]=1[C:9]1[CH2:10][CH2:11][N:12]([CH2:16][CH2:17][CH3:18])[CH2:13][CH:14]=1, predict the reactants needed to synthesize it. The reactants are: [Cl:1][C:2]1[C:7]([Cl:8])=[CH:6][CH:5]=[CH:4][C:3]=1[C:9]1[CH:14]=[CH:13][N:12]=[CH:11][CH:10]=1.I[CH2:16][CH2:17][CH3:18].[BH4-].[Na+].